From a dataset of Reaction yield outcomes from USPTO patents with 853,638 reactions. Predict the reaction yield, written as a fraction of the theoretical maximum amount of product (1.0 means a 100% yield; for example, 0.34 means a 34% yield). (1) The reactants are C1(P(C2C=CC=CC=2)C2C=CC=CC=2)C=CC=CC=1.[C:20]([Cl:24])(Cl)(Cl)Cl.[CH2:25]([O:32][C:33]1[C:42]2[C:37](=[CH:38][CH:39]=[C:40]([F:43])[CH:41]=2)[CH:36]=[C:35](CO)[C:34]=1[CH3:46])[C:26]1[CH:31]=[CH:30][CH:29]=[CH:28][CH:27]=1. The catalyst is O1CCCC1. The product is [CH2:25]([O:32][C:33]1[C:42]2[C:37](=[CH:38][CH:39]=[C:40]([F:43])[CH:41]=2)[CH:36]=[C:35]([CH2:20][Cl:24])[C:34]=1[CH3:46])[C:26]1[CH:27]=[CH:28][CH:29]=[CH:30][CH:31]=1. The yield is 0.770. (2) The reactants are [F:1][CH:2]([F:35])[O:3][C:4]1[CH:5]=[C:6]([CH:14]([N:19]2[CH2:27][C:26]3[C:21](=[C:22]([NH:28][C:29]([CH:31]4[CH2:33][CH2:32]4)=[O:30])[CH:23]=[CH:24][CH:25]=3)[C:20]2=[O:34])[CH2:15][C:16]([OH:18])=O)[CH:7]=[CH:8][C:9]=1[O:10][CH:11]([F:13])[F:12].C(N1C=CN=C1)(N1C=CN=C1)=O.[NH2:48][OH:49].O. The catalyst is O1CCCC1. The product is [F:1][CH:2]([F:35])[O:3][C:4]1[CH:5]=[C:6]([CH:14]([N:19]2[C:20](=[O:34])[C:21]3[C:26](=[CH:25][CH:24]=[CH:23][C:22]=3[NH:28][C:29]([CH:31]3[CH2:33][CH2:32]3)=[O:30])[CH2:27]2)[CH2:15][C:16](=[O:18])[NH:48][OH:49])[CH:7]=[CH:8][C:9]=1[O:10][CH:11]([F:13])[F:12]. The yield is 0.460. (3) The yield is 0.840. The product is [Cl:10][C:11]1[C:16]([C:17]([NH:19][C:20]2[CH:21]=[CH:22][C:23]([CH2:26][C:27]([O:29][CH2:30][CH3:31])=[O:28])=[CH:24][CH:25]=2)=[O:18])=[C:15]([F:32])[C:14]([O:33][CH2:5][C:4]2[CH:7]=[CH:8][CH:9]=[C:2]([Cl:1])[CH:3]=2)=[CH:13][CH:12]=1. The catalyst is CN(C)C=O. The reactants are [Cl:1][C:2]1[CH:3]=[C:4]([CH:7]=[CH:8][CH:9]=1)[CH2:5]Br.[Cl:10][C:11]1[C:16]([C:17]([NH:19][C:20]2[CH:25]=[CH:24][C:23]([CH2:26][C:27]([O:29][CH2:30][CH3:31])=[O:28])=[CH:22][CH:21]=2)=[O:18])=[C:15]([F:32])[C:14]([OH:33])=[CH:13][CH:12]=1.C(=O)([O-])[O-].[K+].[K+]. (4) The reactants are [NH:1]([C:3]1[CH:4]=[N:5][CH:6]=[CH:7][CH:8]=1)[NH2:2].Cl.[CH3:10][C:11]1[CH:12]=[CH:13][C:14]([C:17](=O)[CH2:18][C:19](=O)[C:20]([O:22][CH2:23][CH3:24])=[O:21])=[N:15][CH:16]=1.C(=O)(O)[O-].[Na+]. The catalyst is C(O)C.C(Cl)(Cl)Cl. The product is [CH3:10][C:11]1[CH:12]=[CH:13][C:14]([C:17]2[N:1]([C:3]3[CH:4]=[N:5][CH:6]=[CH:7][CH:8]=3)[N:2]=[C:19]([C:20]([O:22][CH2:23][CH3:24])=[O:21])[CH:18]=2)=[N:15][CH:16]=1. The yield is 0.550. (5) The yield is 0.450. The reactants are [NH2:1][C:2]1[CH:10]=[CH:9][CH:8]=[C:7]([CH3:11])[C:3]=1[C:4]([OH:6])=O.S(Cl)(Cl)=O.[Cl:16][C:17]1[CH:23]=[CH:22][CH:21]=[CH:20][C:18]=1[NH2:19]. The product is [NH2:1][C:2]1[CH:10]=[CH:9][CH:8]=[C:7]([CH3:11])[C:3]=1[C:4]([NH:19][C:18]1[CH:20]=[CH:21][CH:22]=[CH:23][C:17]=1[Cl:16])=[O:6]. The catalyst is C1C=CC=CC=1.C(Cl)(Cl)Cl. (6) The reactants are [C:1](=[O:16])([S:3][CH2:4][CH2:5][CH2:6][N:7](C(OC(C)(C)C)=O)[CH3:8])[CH3:2].[ClH:17]. The catalyst is C(O)C.C1(C)C=CC=CC=1. The product is [ClH:17].[C:1](=[O:16])([S:3][CH2:4][CH2:5][CH2:6][NH:7][CH3:8])[CH3:2]. The yield is 0.880. (7) The reactants are C([O:6][C@@H:7]([C:9]1[N:14]=[C:13]([N:15]2[CH2:20][CH2:19][N:18]3[C:21]([C:24]4[S:25][C:26]5[CH:32]=[CH:31][CH:30]=[CH:29][C:27]=5[N:28]=4)=[N:22][N:23]=[C:17]3[CH2:16]2)[CH:12]=[CH:11][N:10]=1)[CH3:8])(=O)CCC.O.[OH-].[Li+]. The catalyst is O1CCCC1.CO.O. The product is [S:25]1[C:26]2[CH:32]=[CH:31][CH:30]=[CH:29][C:27]=2[N:28]=[C:24]1[C:21]1[N:18]2[CH2:19][CH2:20][N:15]([C:13]3[CH:12]=[CH:11][N:10]=[C:9]([C@H:7]([OH:6])[CH3:8])[N:14]=3)[CH2:16][C:17]2=[N:23][N:22]=1. The yield is 1.00. (8) The reactants are [Br:1][C:2]1[CH:3]=[C:4]([C:13]2[S:14][C:15]([C:19]([O:21][CH3:22])=[O:20])=[C:16]([CH3:18])[N:17]=2)[CH:5]=[CH:6][C:7]=1[O:8][CH2:9][CH2:10][CH2:11]Cl.[CH3:23][CH:24]1[CH2:28][CH2:27][CH2:26][NH:25]1.C(=O)([O-])[O-].[K+].[K+].[I-].[Na+]. The catalyst is C(#N)C.ClCCl. The product is [Br:1][C:2]1[CH:3]=[C:4]([C:13]2[S:14][C:15]([C:19]([O:21][CH3:22])=[O:20])=[C:16]([CH3:18])[N:17]=2)[CH:5]=[CH:6][C:7]=1[O:8][CH2:9][CH2:10][CH2:11][N:25]1[CH2:26][CH2:27][CH2:28][CH:24]1[CH3:23]. The yield is 0.0800. (9) The reactants are [CH2:1]([CH:8]([C:19](=[O:28])[CH:20]=[CH:21][C:22]1[CH:27]=[CH:26][CH:25]=[CH:24][CH:23]=1)[C:9](=[O:18])[CH:10]=[CH:11][C:12]1[CH:17]=[CH:16][CH:15]=[CH:14][CH:13]=1)[C:2]1[CH:7]=[CH:6][CH:5]=[CH:4][CH:3]=1.CCCCCC. The catalyst is [Pd].C(OCC)(=O)C. The product is [CH2:1]([CH:8]([C:9](=[O:18])[CH2:10][CH2:11][C:12]1[CH:17]=[CH:16][CH:15]=[CH:14][CH:13]=1)[C:19](=[O:28])[CH2:20][CH2:21][C:22]1[CH:23]=[CH:24][CH:25]=[CH:26][CH:27]=1)[C:2]1[CH:3]=[CH:4][CH:5]=[CH:6][CH:7]=1. The yield is 0.690. (10) The reactants are [CH2:1]([S:3]([NH:6][C:7]1[S:8][CH:9]=[C:10]([CH2:12][CH2:13][C:14]2[CH:19]=[CH:18][C:17]([CH2:20][C:21]([O:23]C)=[O:22])=[CH:16][CH:15]=2)[N:11]=1)(=[O:5])=[O:4])[CH3:2].[OH-].[Na+]. The catalyst is O1CCOCC1. The product is [CH2:1]([S:3]([NH:6][C:7]1[S:8][CH:9]=[C:10]([CH2:12][CH2:13][C:14]2[CH:15]=[CH:16][C:17]([CH2:20][C:21]([OH:23])=[O:22])=[CH:18][CH:19]=2)[N:11]=1)(=[O:4])=[O:5])[CH3:2]. The yield is 0.990.